Dataset: CYP2C9 inhibition data for predicting drug metabolism from PubChem BioAssay. Task: Regression/Classification. Given a drug SMILES string, predict its absorption, distribution, metabolism, or excretion properties. Task type varies by dataset: regression for continuous measurements (e.g., permeability, clearance, half-life) or binary classification for categorical outcomes (e.g., BBB penetration, CYP inhibition). Dataset: cyp2c9_veith. (1) The molecule is COc1cccc(-n2c(O)c(C=NCc3ccc4c(c3)OCO4)c(=O)[nH]c2=O)c1. The result is 0 (non-inhibitor). (2) The molecule is Cc1ccc(C(=O)n2cnnc2N)cc1. The result is 0 (non-inhibitor). (3) The drug is CCCOc1ccc(Cn2c(C)nc([N+](=O)[O-])c2SCC(O)COC)cc1[N+](=O)[O-]. The result is 1 (inhibitor). (4) The molecule is Cc1nc2sc3c(c2c(=N)n1N)CC(C)(C)OC3. The result is 0 (non-inhibitor). (5) The molecule is COc1ccc(Oc2ncc3nc(-c4ccccc4)c(=O)n(C4CC4)c3n2)cc1. The result is 1 (inhibitor). (6) The drug is Cc1ccc(S(=O)(=O)c2c(C)cc(-c3ccccc3)[nH]c2=O)cc1. The result is 0 (non-inhibitor). (7) The molecule is Cc1ccc(S(=O)(=O)Oc2cc(S(=O)(=O)O)cc3cc(S(=O)(=O)O)cc(N)c23)cc1. The result is 0 (non-inhibitor). (8) The drug is COc1ccc(C2N=C(N)N=C(N)N2c2ccccc2OC)cc1OC.Cl. The result is 0 (non-inhibitor). (9) The molecule is Cc1ccc(NC(=O)Nc2nc(-c3ccc(C)s3)cs2)cc1. The result is 1 (inhibitor).